Task: Predict the product of the given reaction.. Dataset: Forward reaction prediction with 1.9M reactions from USPTO patents (1976-2016) (1) The product is: [C:21]([CH2:2][C:3]1[CH:20]=[CH:19][C:6]2[CH2:7][CH2:8][N:9]([C:12]([O:14][C:15]([CH3:18])([CH3:17])[CH3:16])=[O:13])[CH2:10][CH2:11][C:5]=2[CH:4]=1)#[N:22]. Given the reactants Br[CH2:2][C:3]1[CH:20]=[CH:19][C:6]2[CH2:7][CH2:8][N:9]([C:12]([O:14][C:15]([CH3:18])([CH3:17])[CH3:16])=[O:13])[CH2:10][CH2:11][C:5]=2[CH:4]=1.[C-:21]#[N:22].[Na+], predict the reaction product. (2) Given the reactants [Br:1][C:2]1[CH:3]=[C:4]([C:8]2[CH:16]=[CH:15][CH:14]=[C:13]3[C:9]=2[CH2:10][C:11](=[O:17])[NH:12]3)[CH:5]=[CH:6][CH:7]=1.[CH3:18][C:19]1[C:23]([C:24]([N:26]2[CH2:31][CH2:30][N:29]([CH3:32])[CH2:28][CH2:27]2)=[O:25])=[C:22]([CH3:33])[NH:21][C:20]=1[CH:34]=O, predict the reaction product. The product is: [Br:1][C:2]1[CH:3]=[C:4]([C:8]2[CH:16]=[CH:15][CH:14]=[C:13]3[C:9]=2[C:10](=[CH:34][C:20]2[NH:21][C:22]([CH3:33])=[C:23]([C:24]([N:26]4[CH2:27][CH2:28][N:29]([CH3:32])[CH2:30][CH2:31]4)=[O:25])[C:19]=2[CH3:18])[C:11](=[O:17])[NH:12]3)[CH:5]=[CH:6][CH:7]=1. (3) Given the reactants [CH3:1][O:2][C:3]([C@H:5]1[CH2:8][CH2:7][C@H:6]1[C:9]([OH:11])=O)=[O:4].S(Cl)(Cl)=O.[Br:16][C:17]1[S:18][CH:19]=[CH:20][CH:21]=1.[Cl-].[Cl-].[Cl-].[Al+3], predict the reaction product. The product is: [Br:16][C:17]1[S:18][C:19]([C:9]([C@@H:6]2[CH2:7][CH2:8][C@H:5]2[C:3]([O:2][CH3:1])=[O:4])=[O:11])=[CH:20][CH:21]=1. (4) The product is: [C:34]([NH:38][S:39]([C:42]1[CH:43]=[CH:44][CH:45]=[C:46]([C:2]2[CH:7]=[C:6]([C:8]3[N:13]=[C:12]([C:14]4[CH:19]=[CH:18][C:17]([C:20]([F:23])([F:22])[F:21])=[C:16]([O:24][CH2:25][C:26]([F:29])([F:28])[F:27])[CH:15]=4)[CH:11]=[C:10]([C:30]([F:33])([F:32])[F:31])[N:9]=3)[CH:5]=[CH:4][N:3]=2)[CH:47]=1)(=[O:41])=[O:40])([CH3:37])([CH3:35])[CH3:36]. Given the reactants Cl[C:2]1[CH:7]=[C:6]([C:8]2[N:13]=[C:12]([C:14]3[CH:19]=[CH:18][C:17]([C:20]([F:23])([F:22])[F:21])=[C:16]([O:24][CH2:25][C:26]([F:29])([F:28])[F:27])[CH:15]=3)[CH:11]=[C:10]([C:30]([F:33])([F:32])[F:31])[N:9]=2)[CH:5]=[CH:4][N:3]=1.[C:34]([NH:38][S:39]([C:42]1[CH:43]=[C:44](B(O)O)[CH:45]=[CH:46][CH:47]=1)(=[O:41])=[O:40])([CH3:37])([CH3:36])[CH3:35], predict the reaction product. (5) Given the reactants Br[C:2]1[N:3]=[C:4]2[C:9]([NH:10][C@H:11]3[C@@H:15]([CH2:16][CH3:17])[CH2:14][N:13]([C:18]([O:20][C:21]([CH3:24])([CH3:23])[CH3:22])=[O:19])[CH2:12]3)=[C:8]([C:25](=[O:27])[NH2:26])[CH:7]=[N:6][N:5]2[CH:28]=1.[CH2:29]([N:31]1[CH:35]=[C:34](B2OC(C)(C)C(C)(C)O2)[CH:33]=[N:32]1)[CH3:30].[O-]P([O-])([O-])=O.[K+].[K+].[K+].N#N, predict the reaction product. The product is: [C:25]([C:8]1[CH:7]=[N:6][N:5]2[CH:28]=[C:2]([C:34]3[CH:33]=[N:32][N:31]([CH2:29][CH3:30])[CH:35]=3)[N:3]=[C:4]2[C:9]=1[NH:10][C@H:11]1[C@@H:15]([CH2:16][CH3:17])[CH2:14][N:13]([C:18]([O:20][C:21]([CH3:22])([CH3:24])[CH3:23])=[O:19])[CH2:12]1)(=[O:27])[NH2:26].